From a dataset of Forward reaction prediction with 1.9M reactions from USPTO patents (1976-2016). Predict the product of the given reaction. (1) The product is: [CH3:18][C:15]1[CH:14]=[CH:13][C:12]([CH2:11][O:10][C:6]2[CH:7]=[CH:8][CH:9]=[C:2]3[C:3]=2[C:4]([NH2:5])=[N:25][C:24]([NH2:26])=[N:23]3)=[CH:17][CH:16]=1. Given the reactants F[C:2]1[CH:9]=[CH:8][CH:7]=[C:6]([O:10][CH2:11][C:12]2[CH:17]=[CH:16][C:15]([CH3:18])=[CH:14][CH:13]=2)[C:3]=1[C:4]#[N:5].C(=O)(O)O.[NH2:23][C:24]([NH2:26])=[NH:25], predict the reaction product. (2) Given the reactants [Br:1][C:2]1[CH:12]=[C:6]([C:7]([O:9][CH2:10][CH3:11])=[O:8])[C:5]([OH:13])=[CH:4][CH:3]=1.Cl[C:15]1[C:24]2[C:19](=[CH:20][C:21]([O:27][CH3:28])=[C:22]([O:25][CH3:26])[CH:23]=2)[N:18]=[CH:17][CH:16]=1, predict the reaction product. The product is: [Br:1][C:2]1[CH:3]=[CH:4][C:5]([O:13][C:15]2[C:24]3[C:19](=[CH:20][C:21]([O:27][CH3:28])=[C:22]([O:25][CH3:26])[CH:23]=3)[N:18]=[CH:17][CH:16]=2)=[C:6]([CH:12]=1)[C:7]([O:9][CH2:10][CH3:11])=[O:8].